This data is from Reaction yield outcomes from USPTO patents with 853,638 reactions. The task is: Predict the reaction yield, written as a fraction of the theoretical maximum amount of product (1.0 means a 100% yield; for example, 0.34 means a 34% yield). The reactants are CO[C:3]([C:5]1[CH:10]=[C:9]([CH3:11])[C:8]([Br:12])=[CH:7][N:6]=1)=[O:4].[NH2:13][CH2:14][CH2:15][OH:16]. The catalyst is [Al](C)(C)C. The product is [OH:16][CH2:15][CH2:14][NH:13][C:3]([C:5]1[CH:10]=[C:9]([CH3:11])[C:8]([Br:12])=[CH:7][N:6]=1)=[O:4]. The yield is 0.650.